From a dataset of Full USPTO retrosynthesis dataset with 1.9M reactions from patents (1976-2016). Predict the reactants needed to synthesize the given product. (1) Given the product [O:39]1[CH2:38][CH2:10][O:9][CH:8]1[CH2:7][CH2:6][CH2:5][CH2:4][O:31][C:3]1[C:4]([CH3:30])=[C:5]2[C:10](=[C:11]([CH3:12])[C:2]=1[CH3:1])[O:9][C@:8]([CH3:13])([CH2:14][CH2:15][CH2:16][C@H:17]([CH3:18])[CH2:19][CH2:20][CH2:21][C@H:22]([CH3:23])[CH2:24][CH2:25][CH2:26][CH:27]([CH3:29])[CH3:28])[CH2:7][CH2:6]2, predict the reactants needed to synthesize it. The reactants are: [CH3:1][C:2]1[C:11]([CH3:12])=[C:10]2[C:5]([CH2:6][CH2:7][C@:8]([CH2:14][CH2:15][CH2:16][C@@H:17]([CH2:19][CH2:20][CH2:21][C@@H:22]([CH2:24][CH2:25][CH2:26][CH:27]([CH3:29])[CH3:28])[CH3:23])[CH3:18])([CH3:13])[O:9]2)=[C:4]([CH3:30])[C:3]=1[OH:31].[H-].[Na+].[H][H].CN(C)[CH:38]=[O:39]. (2) The reactants are: [Br:1][C:2]1[CH:7]=[CH:6][N:5]=[C:4]([NH2:8])[CH:3]=1.[CH2:9]([O:11][C:12]([N:14]=[C:15]=[S:16])=[O:13])[CH3:10]. Given the product [CH2:9]([O:11][C:12]([NH:14][C:15]([NH:8][C:4]1[CH:3]=[C:2]([Br:1])[CH:7]=[CH:6][N:5]=1)=[S:16])=[O:13])[CH3:10], predict the reactants needed to synthesize it. (3) Given the product [F:4][C:5]1[CH:10]=[CH:9][C:8]([CH2:11][CH2:12][C:13]2[N:2]([CH3:1])[N:3]=[C:15]([C:17]3[CH:18]=[C:19]([CH:22]=[CH:23][CH:24]=3)[C:20]#[N:21])[C:14]=2[CH3:25])=[CH:7][CH:6]=1, predict the reactants needed to synthesize it. The reactants are: [CH3:1][NH:2][NH2:3].[F:4][C:5]1[CH:10]=[CH:9][C:8]([CH2:11][CH2:12][C:13](=O)[CH:14]([CH3:25])[C:15]([C:17]2[CH:18]=[C:19]([CH:22]=[CH:23][CH:24]=2)[C:20]#[N:21])=O)=[CH:7][CH:6]=1. (4) Given the product [CH:1]1([NH:4][C:5]([N:38]2[CH2:39][CH2:40][C@H:36]([NH:35][C:24]3[N:23]=[CH:22][N:21]=[C:20]4[C:25]=3[N:26]=[C:27]([C:28]3[CH:33]=[N:32][C:31]([CH3:34])=[N:30][CH:29]=3)[N:19]4[CH2:17][CH3:18])[CH2:37]2)=[O:16])[CH2:3][CH2:2]1, predict the reactants needed to synthesize it. The reactants are: [CH:1]1([NH2:4])[CH2:3][CH2:2]1.[C:5](=[O:16])(OC(Cl)(Cl)Cl)OC(Cl)(Cl)Cl.[CH2:17]([N:19]1[C:27]([C:28]2[CH:29]=[N:30][C:31]([CH3:34])=[N:32][CH:33]=2)=[N:26][C:25]2[C:20]1=[N:21][CH:22]=[N:23][C:24]=2[NH:35][C@H:36]1[CH2:40][CH2:39][NH:38][CH2:37]1)[CH3:18].